Dataset: Reaction yield outcomes from USPTO patents with 853,638 reactions. Task: Predict the reaction yield, written as a fraction of the theoretical maximum amount of product (1.0 means a 100% yield; for example, 0.34 means a 34% yield). The reactants are [CH2:1]([O:5][CH:6]([O:8][NH:9][C:10]([CH2:12][CH2:13][CH2:14][CH2:15][CH2:16][CH2:17][C:18]([OH:20])=O)=[O:11])[CH3:7])[CH:2]([CH3:4])[CH3:3].C[Si](C)(C)[O:23][CH2:24][C:25]1[CH:30]=[CH:29][C:28]([NH2:31])=[CH:27][CH:26]=1.C1CN([P+](Br)(N2CCCC2)N2CCCC2)CC1.F[P-](F)(F)(F)(F)F.CCN(C(C)C)C(C)C. The catalyst is CN(C=O)C.O.C(OCC)(=O)C. The product is [CH2:1]([O:5][CH:6]([O:8][NH:9][C:10](=[O:11])[CH2:12][CH2:13][CH2:14][CH2:15][CH2:16][CH2:17][C:18]([NH:31][C:28]1[CH:29]=[CH:30][C:25]([CH2:24][OH:23])=[CH:26][CH:27]=1)=[O:20])[CH3:7])[CH:2]([CH3:3])[CH3:4]. The yield is 0.530.